Dataset: Full USPTO retrosynthesis dataset with 1.9M reactions from patents (1976-2016). Task: Predict the reactants needed to synthesize the given product. Given the product [N+:1]([C:4]1[CH:9]=[CH:8][C:7]([C:10]2[O:14][C:13]([C:15]([O:17][CH3:18])=[O:16])=[CH:12][CH:11]=2)=[CH:6][CH:5]=1)([O-:3])=[O:2], predict the reactants needed to synthesize it. The reactants are: [N+:1]([C:4]1[CH:9]=[CH:8][C:7]([C:10]2[O:14][C:13]([C:15]([OH:17])=[O:16])=[CH:12][CH:11]=2)=[CH:6][CH:5]=1)([O-:3])=[O:2].[C:18](Cl)(=O)C(Cl)=O.C(N(CC)CC)C.